This data is from Full USPTO retrosynthesis dataset with 1.9M reactions from patents (1976-2016). The task is: Predict the reactants needed to synthesize the given product. (1) Given the product [N:10]1([C:2]2[CH:9]=[CH:8][C:5]([C:6]#[N:7])=[CH:4][CH:3]=2)[CH:14]=[CH:13][N:12]=[N:11]1, predict the reactants needed to synthesize it. The reactants are: F[C:2]1[CH:9]=[CH:8][C:5]([C:6]#[N:7])=[CH:4][CH:3]=1.[NH:10]1[CH:14]=[CH:13][N:12]=[N:11]1.C([O-])([O-])=O.[Cs+].[Cs+]. (2) Given the product [CH3:16][N:13]1[CH2:14][CH2:15][CH:10]([C:8]2[C:3]3[C:2](=[CH:7][CH:6]=[CH:5][CH:4]=3)[NH:1][C:18](=[O:19])[N:17]=2)[CH2:11][CH2:12]1, predict the reactants needed to synthesize it. The reactants are: [NH2:1][C:2]1[CH:7]=[CH:6][CH:5]=[CH:4][C:3]=1[C:8]([CH:10]1[CH2:15][CH2:14][N:13]([CH3:16])[CH2:12][CH2:11]1)=O.[NH2:17][C:18](N)=[O:19].[OH-].[Na+]. (3) Given the product [CH2:7]([O:21][C:20]([C:10]1[C:19]2[C:14](=[CH:15][CH:16]=[CH:17][CH:18]=2)[CH:13]=[CH:12][CH:11]=1)=[O:22])[CH3:8], predict the reactants needed to synthesize it. The reactants are: C(=O)([O-])[O-].[Cs+].[Cs+].[CH2:7](I)[CH3:8].[C:10]1([C:20]([OH:22])=[O:21])[C:19]2[C:14](=[CH:15][CH:16]=[CH:17][CH:18]=2)[CH:13]=[CH:12][CH:11]=1. (4) Given the product [Cl:1][C:2]1[CH:7]=[C:6]([N:8]2[CH2:9][CH2:10][O:11][CH2:12][CH2:13]2)[CH:5]=[CH:4][C:3]=1[S:14]([C@H:17]1[CH2:21][N:20]([C:22]([C:24]2([C:27]3[CH:28]=[CH:29][C:30]([Cl:33])=[CH:31][CH:32]=3)[CH2:26][CH2:25]2)=[O:23])[C@H:19]([C:34]([NH:46][C@@H:43]([CH2:44][CH3:45])[C:42](=[O:47])[C:41]([NH:40][CH:37]2[CH2:39][CH2:38]2)=[O:48])=[O:35])[CH2:18]1)(=[O:15])=[O:16], predict the reactants needed to synthesize it. The reactants are: [Cl:1][C:2]1[CH:7]=[C:6]([N:8]2[CH2:13][CH2:12][O:11][CH2:10][CH2:9]2)[CH:5]=[CH:4][C:3]=1[S:14]([C@H:17]1[CH2:21][N:20]([C:22]([C:24]2([C:27]3[CH:32]=[CH:31][C:30]([Cl:33])=[CH:29][CH:28]=3)[CH2:26][CH2:25]2)=[O:23])[C@H:19]([C:34](O)=[O:35])[CH2:18]1)(=[O:16])=[O:15].[CH:37]1([NH:40][C:41](=[O:48])[C:42](=[O:47])[C@@H:43]([NH2:46])[CH2:44][CH3:45])[CH2:39][CH2:38]1.